This data is from Reaction yield outcomes from USPTO patents with 853,638 reactions. The task is: Predict the reaction yield, written as a fraction of the theoretical maximum amount of product (1.0 means a 100% yield; for example, 0.34 means a 34% yield). (1) The reactants are [Cl:1][C:2]1[C:11]2[C:6](=[CH:7][C:8]([O:14][CH3:15])=[C:9]([O:12][CH3:13])[CH:10]=2)[N:5]=[CH:4][CH:3]=1.[Cl:16][C:17]1[CH:18]=[CH:19][C:20]([OH:31])=[C:21]([CH:30]=1)[C:22]([C:24]1[CH:29]=[CH:28][CH:27]=[CH:26][CH:25]=1)=[O:23].[OH-].[Na+]. The catalyst is C(Cl)(Cl)Cl. The product is [ClH:1].[Cl:16][C:17]1[CH:18]=[CH:19][C:20]([O:31][C:2]2[C:11]3[C:6](=[CH:7][C:8]([O:14][CH3:15])=[C:9]([O:12][CH3:13])[CH:10]=3)[N:5]=[CH:4][CH:3]=2)=[C:21]([C:22]([C:24]2[CH:29]=[CH:28][CH:27]=[CH:26][CH:25]=2)=[O:23])[CH:30]=1. The yield is 0.110. (2) The reactants are Cl[C:2]1[C:3]2[CH:10]=[C:9]([CH2:11][CH2:12][NH:13][C:14](=[O:20])[O:15][C:16]([CH3:19])([CH3:18])[CH3:17])[S:8][C:4]=2[N:5]=[CH:6][N:7]=1.[H-].[Na+].[CH3:23][N:24]([CH3:32])[CH:25]1[CH2:30][CH2:29][CH:28]([OH:31])[CH2:27][CH2:26]1. The catalyst is C1COCC1. The product is [CH3:23][N:24]([CH3:32])[CH:25]1[CH2:30][CH2:29][CH:28]([O:31][C:2]2[C:3]3[CH:10]=[C:9]([CH2:11][CH2:12][NH:13][C:14](=[O:20])[O:15][C:16]([CH3:19])([CH3:18])[CH3:17])[S:8][C:4]=3[N:5]=[CH:6][N:7]=2)[CH2:27][CH2:26]1. The yield is 0.520. (3) The reactants are [F:1][CH:2]([F:19])[O:3][C:4]1[C:9]([O:10][CH3:11])=[CH:8][C:7]([C:12]2[O:13][CH:14]=[CH:15][CH:16]=2)=[CH:6][C:5]=1[O:17][CH3:18].CON(C)[C:23](=[O:39])[CH:24]([O:37][CH3:38])[C:25]1[CH:30]=[CH:29][C:28]([N:31]2[CH2:36][CH2:35][O:34][CH2:33][CH2:32]2)=[CH:27][CH:26]=1. No catalyst specified. The product is [F:19][CH:2]([F:1])[O:3][C:4]1[C:9]([O:10][CH3:11])=[CH:8][C:7]([C:12]2[O:13][C:14]([C:23](=[O:39])[CH:24]([O:37][CH3:38])[C:25]3[CH:26]=[CH:27][C:28]([N:31]4[CH2:32][CH2:33][O:34][CH2:35][CH2:36]4)=[CH:29][CH:30]=3)=[CH:15][CH:16]=2)=[CH:6][C:5]=1[O:17][CH3:18]. The yield is 0.0600. (4) The reactants are [O:1]1[CH:5]=[CH:4][CH:3]=[C:2]1[C:6](=O)[CH2:7][C:8]([O:10][CH2:11][CH3:12])=[O:9].COC(OC)[N:17]([CH3:19])C.[Sn](Cl)(Cl)(Cl)Cl.[F:27][C:28]1[CH:33]=[CH:32][C:31]([NH:34]N)=[CH:30][C:29]=1[C:36]#[N:37]. The catalyst is C1C=CC=CC=1.C(O)(=O)C. The product is [C:36]([C:29]1[CH:30]=[C:31]([N:34]2[C:6]([C:2]3[O:1][CH:5]=[CH:4][CH:3]=3)=[C:7]([C:8]([O:10][CH2:11][CH3:12])=[O:9])[CH:19]=[N:17]2)[CH:32]=[CH:33][C:28]=1[F:27])#[N:37]. The yield is 0.390. (5) The reactants are [CH3:1][N:2]1[CH:6]=[N:5][C:4]([CH2:7][OH:8])=[N:3]1.CCN(C(C)C)C(C)C.[CH3:18][S:19](Cl)(=[O:21])=[O:20]. The catalyst is C(Cl)Cl. The product is [CH3:18][S:19]([O:8][CH2:7][C:4]1[N:5]=[CH:6][N:2]([CH3:1])[N:3]=1)(=[O:21])=[O:20]. The yield is 0.960. (6) The reactants are [O:1]1[CH2:6][CH2:5][CH2:4][CH2:3][CH:2]1[N:7]1[C:15]2[C:10](=[CH:11][C:12]([C:16]3[N:20]=[CH:19][N:18]([C:21]([C:34]4[CH:39]=[CH:38][CH:37]=[CH:36][CH:35]=4)([C:28]4[CH:33]=[CH:32][CH:31]=[CH:30][CH:29]=4)[C:22]4[CH:27]=[CH:26][CH:25]=[CH:24][CH:23]=4)[N:17]=3)=[CH:13][CH:14]=2)[C:9]([C:40]2[CH:41]=[C:42]([CH:47]=[CH:48][CH:49]=2)[C:43](OC)=[O:44])=[N:8]1.O.[OH-].[Li+].[C:53]([NH2:62])([C:56]1[CH:61]=[CH:60][CH:59]=[CH:58][CH:57]=1)([CH3:55])[CH3:54].O.ON1C2C=CC=CC=2N=N1.Cl.CN(C)CCCN=C=NCC. The catalyst is O1CCCC1.O1CCCC1.O. The product is [CH3:54][C:53]([NH:62][C:43]([C:42]1[CH:47]=[CH:48][CH:49]=[C:40]([C:9]2[C:10]3[C:15](=[CH:14][CH:13]=[C:12]([C:16]4[N:20]=[CH:19][N:18]([C:21]([C:22]5[CH:23]=[CH:24][CH:25]=[CH:26][CH:27]=5)([C:28]5[CH:33]=[CH:32][CH:31]=[CH:30][CH:29]=5)[C:34]5[CH:35]=[CH:36][CH:37]=[CH:38][CH:39]=5)[N:17]=4)[CH:11]=3)[N:7]([CH:2]3[CH2:3][CH2:4][CH2:5][CH2:6][O:1]3)[N:8]=2)[CH:41]=1)=[O:44])([C:56]1[CH:61]=[CH:60][CH:59]=[CH:58][CH:57]=1)[CH3:55]. The yield is 0.810. (7) The reactants are [OH-].[Na+].[CH3:3][O:4][C:5]1[CH:14]=[C:13]([C:15]2[CH:20]=[CH:19][CH:18]=[CH:17][CH:16]=2)[CH:12]=[CH:11][C:6]=1[C:7]([O:9]C)=[O:8]. The catalyst is CO. The product is [CH3:3][O:4][C:5]1[CH:14]=[C:13]([C:15]2[CH:20]=[CH:19][CH:18]=[CH:17][CH:16]=2)[CH:12]=[CH:11][C:6]=1[C:7]([OH:9])=[O:8]. The yield is 0.960. (8) The reactants are [Br:1][C:2]1[CH:3]=[N:4][CH:5]=[CH:6][C:7]=1[OH:8].[H-].[Na+].[CH2:11](Br)[C:12]1[CH:17]=[CH:16][CH:15]=[CH:14][CH:13]=1. The catalyst is CN(C)C=O. The product is [CH2:11]([O:8][C:7]1[CH:6]=[CH:5][N:4]=[CH:3][C:2]=1[Br:1])[C:12]1[CH:17]=[CH:16][CH:15]=[CH:14][CH:13]=1. The yield is 0.690. (9) The reactants are [CH3:1][O:2][C:3](=[O:13])[CH2:4][C:5]1[CH:10]=[CH:9][C:8]([OH:11])=[C:7]([F:12])[CH:6]=1.[CH2:14](Br)[C:15]1[CH:20]=[CH:19][CH:18]=[CH:17][CH:16]=1.C([O-])([O-])=O.[K+].[K+].O. The catalyst is CN(C=O)C. The product is [CH3:1][O:2][C:3](=[O:13])[CH2:4][C:5]1[CH:10]=[CH:9][C:8]([O:11][CH2:14][C:15]2[CH:20]=[CH:19][CH:18]=[CH:17][CH:16]=2)=[C:7]([F:12])[CH:6]=1. The yield is 0.879. (10) The reactants are [C:1]([N:6]1[CH2:11][CH2:10][N:9](C(OC(C)(C)C)=O)[CH2:8][CH2:7]1)(=[O:5])[CH:2]([CH3:4])[CH3:3].Cl.CO. The catalyst is CO. The product is [CH3:3][CH:2]([CH3:4])[C:1]([N:6]1[CH2:11][CH2:10][NH:9][CH2:8][CH2:7]1)=[O:5]. The yield is 1.00.